This data is from Forward reaction prediction with 1.9M reactions from USPTO patents (1976-2016). The task is: Predict the product of the given reaction. Given the reactants COC(=O)C(C1C=CC(SCC2C=CC(C3C=CC(C(F)(F)F)=CN=3)=CC=2)=C(OC)C=1)(C)C.[CH3:34][O:35][C:36](=[O:49])[CH2:37][N:38]1[C:42]2[CH:43]=[CH:44][C:45]([SH:47])=[CH:46][C:41]=2[O:40][C:39]1=[O:48].[F:50][C:51]([F:69])([F:68])[C:52]1[CH:67]=[CH:66][C:55]([CH2:56][O:57][C:58]2[CH:63]=[CH:62][CH:61]=[C:60]([CH2:64]Cl)[CH:59]=2)=[CH:54][CH:53]=1, predict the reaction product. The product is: [CH3:34][O:35][C:36](=[O:49])[CH2:37][N:38]1[C:42]2[CH:43]=[CH:44][C:45]([S:47][CH2:64][C:60]3[CH:61]=[CH:62][CH:63]=[C:58]([O:57][CH2:56][C:55]4[CH:66]=[CH:67][C:52]([C:51]([F:50])([F:68])[F:69])=[CH:53][CH:54]=4)[CH:59]=3)=[CH:46][C:41]=2[O:40][C:39]1=[O:48].